Dataset: TCR-epitope binding with 47,182 pairs between 192 epitopes and 23,139 TCRs. Task: Binary Classification. Given a T-cell receptor sequence (or CDR3 region) and an epitope sequence, predict whether binding occurs between them. (1) The epitope is TPRVTGGGAM. The TCR CDR3 sequence is CASSLSPSTGRVEQYF. Result: 1 (the TCR binds to the epitope). (2) The epitope is YLQPRTFLL. The TCR CDR3 sequence is CASSDLDGGEAFF. Result: 1 (the TCR binds to the epitope). (3) The epitope is GLCTLVAML. The TCR CDR3 sequence is CSARLGVGNTIYF. Result: 1 (the TCR binds to the epitope). (4) The epitope is KLVALGINAV. The TCR CDR3 sequence is CASGLGTVASTDTQYF. Result: 0 (the TCR does not bind to the epitope). (5) The epitope is QVPLRPMTYK. The TCR CDR3 sequence is CASSLGIGDTGELFF. Result: 0 (the TCR does not bind to the epitope).